This data is from NCI-60 drug combinations with 297,098 pairs across 59 cell lines. The task is: Regression. Given two drug SMILES strings and cell line genomic features, predict the synergy score measuring deviation from expected non-interaction effect. (1) Drug 1: CC1CCC2CC(C(=CC=CC=CC(CC(C(=O)C(C(C(=CC(C(=O)CC(OC(=O)C3CCCCN3C(=O)C(=O)C1(O2)O)C(C)CC4CCC(C(C4)OC)OCCO)C)C)O)OC)C)C)C)OC. Drug 2: C1=CN(C=N1)CC(O)(P(=O)(O)O)P(=O)(O)O. Cell line: SNB-75. Synergy scores: CSS=4.41, Synergy_ZIP=-1.37, Synergy_Bliss=1.65, Synergy_Loewe=-8.91, Synergy_HSA=-0.0872. (2) Drug 1: CN1CCC(CC1)COC2=C(C=C3C(=C2)N=CN=C3NC4=C(C=C(C=C4)Br)F)OC. Drug 2: CCCS(=O)(=O)NC1=C(C(=C(C=C1)F)C(=O)C2=CNC3=C2C=C(C=N3)C4=CC=C(C=C4)Cl)F. Cell line: SK-OV-3. Synergy scores: CSS=5.11, Synergy_ZIP=-6.90, Synergy_Bliss=-4.22, Synergy_Loewe=-22.1, Synergy_HSA=-5.42. (3) Drug 1: CN(CC1=CN=C2C(=N1)C(=NC(=N2)N)N)C3=CC=C(C=C3)C(=O)NC(CCC(=O)O)C(=O)O. Drug 2: CC(C)CN1C=NC2=C1C3=CC=CC=C3N=C2N. Cell line: SR. Synergy scores: CSS=65.4, Synergy_ZIP=4.71, Synergy_Bliss=3.70, Synergy_Loewe=-10.6, Synergy_HSA=2.40. (4) Drug 1: C1C(C(OC1N2C=NC3=C(N=C(N=C32)Cl)N)CO)O. Drug 2: C1CN(CCN1C(=O)CCBr)C(=O)CCBr. Cell line: SK-MEL-28. Synergy scores: CSS=22.0, Synergy_ZIP=-8.35, Synergy_Bliss=-6.09, Synergy_Loewe=-1.78, Synergy_HSA=-1.26. (5) Drug 1: CCCS(=O)(=O)NC1=C(C(=C(C=C1)F)C(=O)C2=CNC3=C2C=C(C=N3)C4=CC=C(C=C4)Cl)F. Drug 2: C1=NNC2=C1C(=O)NC=N2. Cell line: HL-60(TB). Synergy scores: CSS=4.20, Synergy_ZIP=9.27, Synergy_Bliss=14.1, Synergy_Loewe=-3.46, Synergy_HSA=0.302. (6) Drug 1: CC1=C2C(C(=O)C3(C(CC4C(C3C(C(C2(C)C)(CC1OC(=O)C(C(C5=CC=CC=C5)NC(=O)C6=CC=CC=C6)O)O)OC(=O)C7=CC=CC=C7)(CO4)OC(=O)C)O)C)OC(=O)C. Drug 2: C1=NC(=NC(=O)N1C2C(C(C(O2)CO)O)O)N. Cell line: MOLT-4. Synergy scores: CSS=33.0, Synergy_ZIP=-13.0, Synergy_Bliss=-21.1, Synergy_Loewe=-21.1, Synergy_HSA=-17.9. (7) Drug 1: C1=CC=C(C(=C1)C(C2=CC=C(C=C2)Cl)C(Cl)Cl)Cl. Drug 2: COC1=NC(=NC2=C1N=CN2C3C(C(C(O3)CO)O)O)N. Cell line: NCI-H226. Synergy scores: CSS=4.13, Synergy_ZIP=-2.86, Synergy_Bliss=-2.23, Synergy_Loewe=-0.0923, Synergy_HSA=-0.0425. (8) Drug 1: C1=CC(=CC=C1C#N)C(C2=CC=C(C=C2)C#N)N3C=NC=N3. Drug 2: C(CCl)NC(=O)N(CCCl)N=O. Cell line: HOP-62. Synergy scores: CSS=-0.699, Synergy_ZIP=1.95, Synergy_Bliss=3.87, Synergy_Loewe=0.311, Synergy_HSA=0.713. (9) Drug 1: CNC(=O)C1=NC=CC(=C1)OC2=CC=C(C=C2)NC(=O)NC3=CC(=C(C=C3)Cl)C(F)(F)F. Drug 2: C(CN)CNCCSP(=O)(O)O. Cell line: SR. Synergy scores: CSS=-5.44, Synergy_ZIP=2.67, Synergy_Bliss=2.58, Synergy_Loewe=-1.61, Synergy_HSA=-3.50. (10) Drug 1: CC1=C2C(C(=O)C3(C(CC4C(C3C(C(C2(C)C)(CC1OC(=O)C(C(C5=CC=CC=C5)NC(=O)C6=CC=CC=C6)O)O)OC(=O)C7=CC=CC=C7)(CO4)OC(=O)C)O)C)OC(=O)C. Drug 2: C1CCC(C(C1)N)N.C(=O)(C(=O)[O-])[O-].[Pt+4]. Cell line: NCI/ADR-RES. Synergy scores: CSS=23.1, Synergy_ZIP=-8.27, Synergy_Bliss=1.52, Synergy_Loewe=3.83, Synergy_HSA=3.88.